Dataset: Reaction yield outcomes from USPTO patents with 853,638 reactions. Task: Predict the reaction yield, written as a fraction of the theoretical maximum amount of product (1.0 means a 100% yield; for example, 0.34 means a 34% yield). (1) The reactants are [Cl:1][C:2]1[CH:10]=[CH:9][C:5]([C:6]([NH2:8])=O)=[C:4]([O:11][CH:12]2[CH2:16][CH2:15][CH2:14][CH2:13]2)[N:3]=1.N1C=CC=CC=1.P(Cl)(Cl)(Cl)=O. The catalyst is C(#N)C. The product is [Cl:1][C:2]1[CH:10]=[CH:9][C:5]([C:6]#[N:8])=[C:4]([O:11][CH:12]2[CH2:13][CH2:14][CH2:15][CH2:16]2)[N:3]=1. The yield is 0.940. (2) The reactants are [O:1]1[C:5]2[CH:6]=[CH:7][C:8]([C:10]3([C:13]([OH:15])=O)[CH2:12][CH2:11]3)=[CH:9][C:4]=2[O:3][CH2:2]1.CN(C(ON1N=NC2C=CC=CC1=2)=[N+](C)C)C.F[P-](F)(F)(F)(F)F.CCN(CC)CC.[NH2:47][C:48]1[CH:49]=[C:50]2[C:54](=[CH:55][CH:56]=1)[NH:53][C:52]([CH:57]([CH3:60])[CH2:58][OH:59])=[CH:51]2. The catalyst is C(#N)C. The product is [O:1]1[C:5]2[CH:6]=[CH:7][C:8]([C:10]3([C:13]([NH:47][C:48]4[CH:49]=[C:50]5[C:54](=[CH:55][CH:56]=4)[NH:53][C:52]([CH:57]([CH3:60])[CH2:58][OH:59])=[CH:51]5)=[O:15])[CH2:11][CH2:12]3)=[CH:9][C:4]=2[O:3][CH2:2]1. The yield is 0.510. (3) The reactants are [CH2:1]([O:3][C:4]([C:6]([C:9]1[N:10](C(OC(C)(C)C)=O)[C:11]2[C:16]([CH:17]=1)=[CH:15][CH:14]=[CH:13][CH:12]=2)([CH3:8])[CH3:7])=[O:5])[CH3:2]. The catalyst is ClCCl.C(O)(C(F)(F)F)=O. The product is [NH:10]1[C:11]2[C:16](=[CH:15][CH:14]=[CH:13][CH:12]=2)[CH:17]=[C:9]1[C:6]([CH3:7])([CH3:8])[C:4]([O:3][CH2:1][CH3:2])=[O:5]. The yield is 0.780. (4) The reactants are C(OC([N:8]1[CH2:13][CH2:12][CH:11]([C:14]2[C:18]3[CH:19]=[CH:20][CH:21]=[C:22]([O:23][CH3:24])[C:17]=3[O:16][N:15]=2)[CH2:10][CH2:9]1)=O)(C)(C)C.[ClH:25].CO. The catalyst is CCOCC. The product is [ClH:25].[CH3:24][O:23][C:22]1[C:17]2[O:16][N:15]=[C:14]([CH:11]3[CH2:12][CH2:13][NH:8][CH2:9][CH2:10]3)[C:18]=2[CH:19]=[CH:20][CH:21]=1. The yield is 0.980. (5) The reactants are CS(O[CH2:6][C:7]1[N:11]([C:12]2[CH:17]=[CH:16][C:15]([C:18]([NH:20][CH2:21][CH3:22])=[O:19])=[CH:14][CH:13]=2)[N:10]=[N:9][C:8]=1[C:23]([NH:25][CH:26]1[CH2:28][CH2:27]1)=[O:24])(=O)=O.C(=O)([O-])[O-].[K+].[K+].[S-:35][C:36]1[CH:41]=[CH:40][CH:39]=[CH:38][CH:37]=1.[Na+]. The catalyst is C(O)C.C(OCC)(=O)C.CCCCCC. The product is [CH:26]1([NH:25][C:23]([C:8]2[N:9]=[N:10][N:11]([C:12]3[CH:13]=[CH:14][C:15]([C:18]([NH:20][CH2:21][CH3:22])=[O:19])=[CH:16][CH:17]=3)[C:7]=2[CH2:6][S:35][C:36]2[CH:41]=[CH:40][CH:39]=[CH:38][CH:37]=2)=[O:24])[CH2:28][CH2:27]1. The yield is 0.904. (6) The catalyst is C1COCC1.O. The yield is 0.650. The product is [NH:1]([C:22]([O:21][C:18]([CH3:20])([CH3:19])[CH3:17])=[O:23])[C@H:2]([C:8]([OH:10])=[O:9])[CH2:3][CH2:4][C:5](=[O:7])[OH:6]. The reactants are [NH2:1][C@H:2]([C:8]([OH:10])=[O:9])[CH2:3][CH2:4][C:5]([OH:7])=[O:6].C([O-])([O-])=O.[Na+].[Na+].[CH3:17][C:18]([O:21][C:22](O[C:22]([O:21][C:18]([CH3:20])([CH3:19])[CH3:17])=[O:23])=[O:23])([CH3:20])[CH3:19].[Na+].[Cl-].